From a dataset of Forward reaction prediction with 1.9M reactions from USPTO patents (1976-2016). Predict the product of the given reaction. (1) Given the reactants [CH3:1][C:2]([CH3:18])([CH3:17])[C:3](=[O:16])[CH2:4][O:5][C:6]1[CH:13]=[C:12]([O:14][CH3:15])[CH:11]=[CH:10][C:7]=1[C:8]#[N:9].[CH2:19](O)[CH2:20][OH:21].B(F)(F)F.CCOCC, predict the reaction product. The product is: [C:2]([C:3]1([CH2:4][O:5][C:6]2[CH:13]=[C:12]([O:14][CH3:15])[CH:11]=[CH:10][C:7]=2[C:8]#[N:9])[O:21][CH2:20][CH2:19][O:16]1)([CH3:18])([CH3:17])[CH3:1]. (2) Given the reactants [C:1]([O:12][C:13]([CH3:16])([CH3:15])[CH3:14])(=[O:11])/[CH:2]=[CH:3]/[C:4]([O:6][C:7]([CH3:10])([CH3:9])[CH3:8])=[O:5].[C:17]([O:24][CH:25]([CH3:27])[CH3:26])(=[O:23])/[CH:18]=[CH:19]/[C:20]([O-:22])=[O:21].[C:28]([O:38][CH:39]([CH3:41])[CH3:40])(=[O:37])[CH:29]=[CH:30][C:31]1[CH:36]=[CH:35][CH:34]=[CH:33][CH:32]=1.CCCCCC, predict the reaction product. The product is: [C:4]([O:6][C:7]([CH3:10])([CH3:9])[CH3:8])(=[O:5])/[CH:3]=[CH:2]/[C:1]([O:12][C:13]([CH3:14])([CH3:16])[CH3:15])=[O:11].[C:17]([O:24][CH:25]([CH3:27])[CH3:26])(=[O:23])/[CH:18]=[CH:19]/[C:20]([O-:22])=[O:21].[C:28]([O:38][CH:39]([CH3:41])[CH3:40])(=[O:37])[CH:29]=[CH:30][C:31]1[CH:32]=[CH:33][CH:34]=[CH:35][CH:36]=1. (3) Given the reactants Br[C:2]1[S:3][C:4]([N:12]([CH2:19][CH3:20])[CH:13]2[CH2:18][CH2:17][O:16][CH2:15][CH2:14]2)=[C:5]([CH3:11])[C:6]=1[C:7]([O:9][CH3:10])=[O:8].C([O-])([O-])=O.[Cs+].[Cs+].CC1(C)C(C)(C)OB([C:35]2[CH2:36][N:37]([C:40]([O:42][C:43]([CH3:46])([CH3:45])[CH3:44])=[O:41])[CH2:38][CH:39]=2)O1, predict the reaction product. The product is: [CH2:19]([N:12]([CH:13]1[CH2:18][CH2:17][O:16][CH2:15][CH2:14]1)[C:4]1[S:3][C:2]([C:39]2[CH2:38][N:37]([C:40]([O:42][C:43]([CH3:46])([CH3:45])[CH3:44])=[O:41])[CH2:36][CH:35]=2)=[C:6]([C:7]([O:9][CH3:10])=[O:8])[C:5]=1[CH3:11])[CH3:20]. (4) Given the reactants [CH2:1]([C:7]1([CH2:20][CH2:21][CH2:22][CH2:23][CH2:24][CH3:25])[C:19]2[CH:18]=[CH:17][CH:16]=[CH:15][C:14]=2[C:13]2[C:8]1=[CH:9][CH:10]=[CH:11][CH:12]=2)[CH2:2][CH2:3][CH2:4][CH2:5][CH3:6].CS(O)(=O)=O.O.[CH2:32]([C:38]1([CH2:67][CH2:68][CH2:69][CH2:70][CH2:71][CH3:72])[C:50]2[CH:49]=[C:48]([C:51]3(O)[C:63]4[CH:62]=[C:61]([Br:64])[CH:60]=[CH:59][C:58]=4[C:57]4[C:52]3=[CH:53][C:54]([Br:65])=[CH:55][CH:56]=4)[CH:47]=[CH:46][C:45]=2[C:44]2[C:39]1=[CH:40][CH:41]=[CH:42][CH:43]=2)[CH2:33][CH2:34][CH2:35][CH2:36][CH3:37], predict the reaction product. The product is: [CH2:20]([C:7]1([CH2:1][CH2:2][CH2:3][CH2:4][CH2:5][CH3:6])[C:19]2[CH:18]=[C:17]([C:51]3([C:48]4[CH:47]=[CH:46][C:45]5[C:44]6[C:39](=[CH:40][CH:41]=[CH:42][CH:43]=6)[C:38]([CH2:67][CH2:68][CH2:69][CH2:70][CH2:71][CH3:72])([CH2:32][CH2:33][CH2:34][CH2:35][CH2:36][CH3:37])[C:50]=5[CH:49]=4)[C:63]4[CH:62]=[C:61]([Br:64])[CH:60]=[CH:59][C:58]=4[C:57]4[C:52]3=[CH:53][C:54]([Br:65])=[CH:55][CH:56]=4)[CH:16]=[CH:15][C:14]=2[C:13]2[C:8]1=[CH:9][CH:10]=[CH:11][CH:12]=2)[CH2:21][CH2:22][CH2:23][CH2:24][CH3:25]. (5) Given the reactants [CH3:1][C:2]1[CH:3]=[CH:4][C:5]([N+:11]([O-:13])=[O:12])=[C:6]([CH:10]=1)[C:7](O)=[O:8].S(Cl)([Cl:16])=O, predict the reaction product. The product is: [CH3:1][C:2]1[CH:3]=[CH:4][C:5]([N+:11]([O-:13])=[O:12])=[C:6]([CH:10]=1)[C:7]([Cl:16])=[O:8]. (6) Given the reactants [CH2:1]([O:3][C:4]([C:6]1[CH2:10][CH2:9][CH2:8][C:7]=1[C:11]1[CH:16]=[C:15]([O:17][CH3:18])[CH:14]=[CH:13][C:12]=1[O:19][CH3:20])=[O:5])[CH3:2], predict the reaction product. The product is: [CH2:1]([O:3][C:4]([CH:6]1[CH2:10][CH2:9][CH2:8][CH:7]1[C:11]1[CH:16]=[C:15]([O:17][CH3:18])[CH:14]=[CH:13][C:12]=1[O:19][CH3:20])=[O:5])[CH3:2]. (7) Given the reactants [CH3:1][O:2][C:3](=[O:16])[C:4]1[CH:9]=[C:8]([N+:10]([O-:12])=[O:11])[C:7]([NH2:13])=[C:6]([F:14])[C:5]=1F.[CH3:17][C:18]1[CH:23]=[C:22]([O:24][C:25]([F:28])([F:27])[F:26])[CH:21]=[CH:20][C:19]=1[NH2:29].Cl, predict the reaction product. The product is: [CH3:1][O:2][C:3](=[O:16])[C:4]1[CH:9]=[C:8]([N+:10]([O-:12])=[O:11])[C:7]([NH2:13])=[C:6]([F:14])[C:5]=1[NH:29][C:19]1[CH:20]=[CH:21][C:22]([O:24][C:25]([F:26])([F:27])[F:28])=[CH:23][C:18]=1[CH3:17]. (8) Given the reactants [C:1]([O:5][C:6]([N:8]1[C@H:13]([C:14]([OH:16])=O)[CH2:12][C@@H:11]2[C@H:9]1[CH2:10]2)=[O:7])([CH3:4])([CH3:3])[CH3:2].CN(C(ON1N=NC2C=CC=CC1=2)=[N+](C)C)C.F[P-](F)(F)(F)(F)F.[Cl:41][C:42]1([Cl:48])[CH2:44][C@@H:43]1[C@H:45]([NH2:47])[CH3:46].CCN(C(C)C)C(C)C.C([O-])(O)=O.[Na+], predict the reaction product. The product is: [C:1]([O:5][C:6]([N:8]1[C@H:13]([C:14](=[O:16])[NH:47][C@@H:45]([C@H:43]2[CH2:44][C:42]2([Cl:48])[Cl:41])[CH3:46])[CH2:12][C@@H:11]2[C@H:9]1[CH2:10]2)=[O:7])([CH3:2])([CH3:3])[CH3:4].